From a dataset of Full USPTO retrosynthesis dataset with 1.9M reactions from patents (1976-2016). Predict the reactants needed to synthesize the given product. (1) Given the product [CH2:1]([O:3][C:4]1([O:30][CH2:31][CH3:32])[CH2:9][CH2:8][NH:7][CH:6]([CH2:18][N:19]2[C:23](=[O:24])[C:22]3[C:21](=[CH:28][CH:27]=[CH:26][CH:25]=3)[C:20]2=[O:29])[CH2:5]1)[CH3:2], predict the reactants needed to synthesize it. The reactants are: [CH2:1]([O:3][C:4]1([O:30][CH2:31][CH3:32])[CH2:9][CH2:8][N:7]([C@H](C2C=CC=CC=2)C)[C@H:6]([CH2:18][N:19]2[C:23](=[O:24])[C:22]3=[CH:25][CH:26]=[CH:27][CH:28]=[C:21]3[C:20]2=[O:29])[CH2:5]1)[CH3:2]. (2) Given the product [F:27][C:8]1[CH:3]=[CH:4][C:5]([C:9]2[CH:10]=[N:11][N:12]3[CH2:17][CH2:16][NH:15][CH2:14][C:13]=23)=[N:6][CH:7]=1, predict the reactants needed to synthesize it. The reactants are: FC(F)(F)[C:3]1[CH:8]=[CH:7][N:6]=[C:5]([C:9]2[CH:10]=[N:11][N:12]3[CH2:17][CH2:16][NH:15][CH2:14][C:13]=23)[CH:4]=1.ClC1C=CC([F:27])=CN=1. (3) Given the product [Cl:15][C:13]1[CH:12]=[CH:11][N:10]=[C:9]([C@H:7]([OH:6])[CH3:8])[N:14]=1, predict the reactants needed to synthesize it. The reactants are: C([O:6][C@@H:7]([C:9]1[N:14]=[C:13]([Cl:15])[CH:12]=[CH:11][N:10]=1)[CH3:8])(=O)CCC.Cl. (4) Given the product [NH2:1][C:2]1[C:7]([O:8][C:9]2[CH:14]=[CH:13][C:12]([F:15])=[CH:11][C:10]=2[F:16])=[CH:6][C:5]([CH2:17][CH2:18][CH2:19][CH2:20][O:21][CH3:22])=[CH:4][N:3]=1, predict the reactants needed to synthesize it. The reactants are: [NH2:1][C:2]1[C:7]([O:8][C:9]2[CH:14]=[CH:13][C:12]([F:15])=[CH:11][C:10]=2[F:16])=[CH:6][C:5]([C:17]#[C:18][CH2:19][CH2:20][O:21][CH3:22])=[CH:4][N:3]=1.